This data is from Catalyst prediction with 721,799 reactions and 888 catalyst types from USPTO. The task is: Predict which catalyst facilitates the given reaction. (1) Reactant: C(OC(=O)[NH:7][C:8]1[CH:13]=[C:12]([N:14]([CH:16]([CH3:18])[CH3:17])[CH3:15])[C:11]([Cl:19])=[CH:10][C:9]=1[NH2:20])(C)(C)C.C(O[C:27](=[O:50])[CH2:28][C:29](=O)[C:30]1[CH:35]=[CH:34][CH:33]=[C:32]([C:36]2[O:37][CH:38]=[C:39]([CH2:41][O:42]C3CCCCO3)[N:40]=2)[CH:31]=1)(C)(C)C.C(O)(C(F)(F)F)=O. Product: [Cl:19][C:11]1[C:12]([N:14]([CH:16]([CH3:18])[CH3:17])[CH3:15])=[CH:13][C:8]2[N:7]=[C:29]([C:30]3[CH:35]=[CH:34][CH:33]=[C:32]([C:36]4[O:37][CH:38]=[C:39]([CH2:41][OH:42])[N:40]=4)[CH:31]=3)[CH2:28][C:27](=[O:50])[NH:20][C:9]=2[CH:10]=1. The catalyst class is: 2. (2) Reactant: [CH3:1][C:2]1[C:7]([CH3:8])=[C:6]([C:9]2[CH:14]=[CH:13][CH:12]=[CH:11][CH:10]=2)[N:5]=[N:4][C:3]=1[N:15]1[CH2:20][CH2:19][N:18](C(OC(C)(C)C)=O)[C@@H:17]([CH3:28])[CH2:16]1.Cl.O1CCOCC1. Product: [CH3:1][C:2]1[C:7]([CH3:8])=[C:6]([C:9]2[CH:10]=[CH:11][CH:12]=[CH:13][CH:14]=2)[N:5]=[N:4][C:3]=1[N:15]1[CH2:20][CH2:19][NH:18][C@@H:17]([CH3:28])[CH2:16]1. The catalyst class is: 5. (3) Reactant: [C@@H:1]1([N:10]2[C:19]3[N:18]=[CH:17][N:16]=[C:14]([NH2:15])[C:13]=3[N:12]=[CH:11]2)[O:9][C@H:6]([CH2:7][OH:8])[C@@H:4]([OH:5])[C@H:2]1[OH:3].[H-].[Na+].CC[O:24][C:25]([CH3:27])=[O:26]. Product: [C:25]([OH:26])(=[O:24])[CH3:27].[C:25]([OH:26])(=[O:24])[CH3:27].[C:25]([OH:26])(=[O:24])[CH3:27].[C:25]([OH:26])(=[O:24])[CH3:27].[C:25]([OH:26])(=[O:24])[CH3:27].[C@@H:1]1([N:10]2[C:19]3[N:18]=[CH:17][N:16]=[C:14]([NH2:15])[C:13]=3[N:12]=[CH:11]2)[O:9][C@H:6]([CH2:7][OH:8])[C@@H:4]([OH:5])[C@H:2]1[OH:3]. The catalyst class is: 152. (4) Reactant: [CH2:1]([NH:4][C:5]1[C:14]2[C:9](=[CH:10][CH:11]=[C:12]([N+:15]([O-:17])=[O:16])[CH:13]=2)[N:8]=[C:7](Cl)[N:6]=1)[CH:2]=[CH2:3].[NH2:19][N:20]1[CH2:25][CH2:24][CH2:23][CH2:22][CH2:21]1. Product: [CH2:1]([NH:4][C:5]1[C:14]2[C:9](=[CH:10][CH:11]=[C:12]([N+:15]([O-:17])=[O:16])[CH:13]=2)[N:8]=[C:7]([NH:19][N:20]2[CH2:25][CH2:24][CH2:23][CH2:22][CH2:21]2)[N:6]=1)[CH:2]=[CH2:3]. The catalyst class is: 6.